From a dataset of Retrosynthesis with 50K atom-mapped reactions and 10 reaction types from USPTO. Predict the reactants needed to synthesize the given product. (1) Given the product CN1CC2CC2(c2ccc(F)c3ccccc23)C1, predict the reactants needed to synthesize it. The reactants are: C=O.Fc1ccc(C23CNCC2C3)c2ccccc12. (2) The reactants are: Cc1cc(F)ccc1[C@H]1CN(C(=O)OC(C)(C)C)CC[C@@H]1N(C)C(=O)C(C)(C)c1cc(C(F)(F)F)cc(C(F)(F)F)c1. Given the product Cc1cc(F)ccc1[C@H]1CNCC[C@@H]1N(C)C(=O)C(C)(C)c1cc(C(F)(F)F)cc(C(F)(F)F)c1, predict the reactants needed to synthesize it. (3) Given the product Brc1ccccc1OCCNCc1ccccn1, predict the reactants needed to synthesize it. The reactants are: ClCCOc1ccccc1Br.NCc1ccccn1. (4) Given the product COC(=O)[C@@H]1C[C@H](OS(=O)(=O)c2ccc(Br)cc2)CN1, predict the reactants needed to synthesize it. The reactants are: COC(=O)[C@@H]1C[C@H](OS(=O)(=O)c2ccc(Br)cc2)CN1C(=O)OC(C)(C)C. (5) Given the product Cc1cncc(C=O)c1, predict the reactants needed to synthesize it. The reactants are: Cc1cncc(CO)c1. (6) The reactants are: CC(C)(C)[SiH2]OC(C)(C)c1cc(CCN)ccc1Cl.O=C(O)CC(F)(F)F. Given the product CC(C)(C)[SiH2]OC(C)(C)c1cc(CCNC(=O)CC(F)(F)F)ccc1Cl, predict the reactants needed to synthesize it. (7) Given the product CCc1[nH]cc(C(N(C)C)C(F)(F)F)c(=O)c1O, predict the reactants needed to synthesize it. The reactants are: CCc1[nH]cc(C(Cl)C(F)(F)F)c(=O)c1O.CNC. (8) Given the product Cc1ccnc(-n2c3ccccc3c3ccc(Oc4ccc5c6ccccc6n6c(-c7c(C(C)C)cccc7C(C)C)cnc6c5c4)cc32)c1, predict the reactants needed to synthesize it. The reactants are: CC(C)c1cccc(C(C)C)c1-c1cnc2c3cc(O)ccc3c3ccccc3n12.Cc1ccnc(-n2c3ccccc3c3ccc(Br)cc32)c1. (9) The reactants are: CCOC(=O)C1CCCCC1=O.Nc1ccc2[nH]ncc2c1. Given the product CCOC(=O)C1CCCCC1Nc1ccc2[nH]ncc2c1, predict the reactants needed to synthesize it. (10) Given the product CC(C)(C)OC(=O)N1Cc2ccccc2CC1C(=O)NC(Cc1ccc(Cl)cc1)C(=O)O, predict the reactants needed to synthesize it. The reactants are: COC(=O)C(Cc1ccc(Cl)cc1)NC(=O)C1Cc2ccccc2CN1C(=O)OC(C)(C)C.